Dataset: hERG potassium channel inhibition data for cardiac toxicity prediction from Karim et al.. Task: Regression/Classification. Given a drug SMILES string, predict its toxicity properties. Task type varies by dataset: regression for continuous values (e.g., LD50, hERG inhibition percentage) or binary classification for toxic/non-toxic outcomes (e.g., AMES mutagenicity, cardiotoxicity, hepatotoxicity). Dataset: herg_karim. (1) The molecule is Cc1nc2ccc(Oc3ccc(Cl)cc3F)nc2c(=O)n1C[C@H]1CCCN(C(C)C)C1. The result is 1 (blocker). (2) The molecule is COc1cc(-c2nc3n(n2)CCO[C@H]3c2ccccc2C(F)(F)F)ccc1-n1cnc(C)c1. The result is 0 (non-blocker). (3) The drug is Cc1ccc(-n2c(-c3ncccc3Cl)nc(CNC3CCC(F)C3)c2C(C)C)cn1. The result is 0 (non-blocker). (4) The drug is N[C@H]1CN(c2ccc3nc(C(F)(F)F)nn3n2)CC[C@@H]1c1cc(F)c(F)cc1F.O=C(O)C(F)(F)F. The result is 1 (blocker). (5) The compound is C[C@@H](Oc1ccc2[nH]nc(C=Cc3cnn(CCO)c3)c2c1)c1c(Cl)cncc1Cl. The result is 0 (non-blocker).